This data is from Catalyst prediction with 721,799 reactions and 888 catalyst types from USPTO. The task is: Predict which catalyst facilitates the given reaction. Reactant: [BH4-].[Li+].[Br:3][C:4]1[CH:5]=[C:6]([C:23](OC)=[O:24])[C:7]2[CH:8]=[N:9][N:10]([S:13]([C:16]3[CH:22]=[CH:21][C:19]([CH3:20])=[CH:18][CH:17]=3)(=[O:15])=[O:14])[C:11]=2[CH:12]=1.CO. Product: [Br:3][C:4]1[CH:12]=[C:11]2[C:7]([CH:8]=[N:9][N:10]2[S:13]([C:16]2[CH:22]=[CH:21][C:19]([CH3:20])=[CH:18][CH:17]=2)(=[O:15])=[O:14])=[C:6]([CH2:23][OH:24])[CH:5]=1. The catalyst class is: 27.